From a dataset of Peptide-MHC class I binding affinity with 185,985 pairs from IEDB/IMGT. Regression. Given a peptide amino acid sequence and an MHC pseudo amino acid sequence, predict their binding affinity value. This is MHC class I binding data. The peptide sequence is FPNLQVDPT. The MHC is HLA-B27:03 with pseudo-sequence HLA-B27:03. The binding affinity (normalized) is 0.0847.